Task: Predict the product of the given reaction.. Dataset: Forward reaction prediction with 1.9M reactions from USPTO patents (1976-2016) (1) Given the reactants CCCCCC.C([Li])CCC.[CH2:12]([O:19][C:20]1[CH:25]=[CH:24][CH:23]=[CH:22][C:21]=1Br)[C:13]1[CH:18]=[CH:17][CH:16]=[CH:15][CH:14]=1.[F:27][C:28]1[CH:29]=[C:30]([CH:33]=[CH:34][CH:35]=1)[CH:31]=[O:32].O, predict the reaction product. The product is: [CH2:12]([O:19][C:20]1[CH:25]=[CH:24][CH:23]=[CH:22][C:21]=1[CH:31]([C:30]1[CH:33]=[CH:34][CH:35]=[C:28]([F:27])[CH:29]=1)[OH:32])[C:13]1[CH:18]=[CH:17][CH:16]=[CH:15][CH:14]=1. (2) Given the reactants [CH3:1][C@@:2]1([OH:21])[C@H:6]([OH:7])[C@@H:5]([CH2:8][OH:9])[O:4][C@H:3]1[N:10]1[C:14]2[N:15]=[CH:16][N:17]=[C:18]([NH:19][OH:20])[C:13]=2[CH:12]=[CH:11]1.C1C(=O)N([Cl:29])C(=O)C1, predict the reaction product. The product is: [CH3:1][C@@:2]1([OH:21])[C@H:6]([OH:7])[C@@H:5]([CH2:8][OH:9])[O:4][C@H:3]1[N:10]1[C:14]2[N:15]=[CH:16][N:17]=[C:18]([NH:19][OH:20])[C:13]=2[C:12]([Cl:29])=[CH:11]1. (3) Given the reactants [Cl:1]Cl.N1C=CC=NC=1.P(Cl)(Cl)(Cl)=O.[Br:14][C:15]1[S:24][C:18]2[NH:19][CH:20]=[N:21][C:22](=O)[C:17]=2[CH:16]=1, predict the reaction product. The product is: [Br:14][C:15]1[S:24][C:18]2[N:19]=[CH:20][N:21]=[C:22]([Cl:1])[C:17]=2[CH:16]=1. (4) Given the reactants [C:1]([C:5]1[N:6]=[C:7]([N:16]2[CH2:20][CH2:19][C:18]([F:22])([F:21])[CH2:17]2)[C:8]2[C:9](=[N:11][N:12]([CH2:14][CH3:15])[N:13]=2)[N:10]=1)([CH3:4])([CH3:3])[CH3:2].C(C1N=C(N2CCC(F)(F)C2)C2N=NNC=2N=1)(C)(C)C.[Br:43][C:44]1C=[CH:48][CH:47]=[CH:46][C:45]=1CBr, predict the reaction product. The product is: [Br:43][C:44]1[CH:45]=[CH:46][CH:47]=[CH:48][C:15]=1[CH2:14][N:12]1[N:11]=[C:9]2[N:10]=[C:5]([C:1]([CH3:2])([CH3:3])[CH3:4])[N:6]=[C:7]([N:16]3[CH2:20][CH2:19][C:18]([F:21])([F:22])[CH2:17]3)[C:8]2=[N:13]1. (5) Given the reactants [C:1]([O:5][C:6](=[O:16])[NH:7][C@H:8]([C:10](=[O:15])N(OC)C)[CH3:9])([CH3:4])([CH3:3])[CH3:2].[C:17](=O)=O.CC(C)=O.C[Li].C(OCC)C.[Cl-].[NH4+], predict the reaction product. The product is: [CH3:9][C@H:8]([NH:7][C:6](=[O:16])[O:5][C:1]([CH3:2])([CH3:3])[CH3:4])[C:10](=[O:15])[CH3:17]. (6) Given the reactants Cl.Cl[C:3]1[N:12]=[C:11]([N:13]([C:15]2[CH:20]=[CH:19][C:18]([O:21][CH3:22])=[CH:17][CH:16]=2)[CH3:14])[C:10]2[C:5](=[CH:6][CH:7]=[CH:8][CH:9]=2)[N:4]=1.[CH2:23]1[O:40]CCOCCO[CH2:33][CH2:32][O:31][CH2:30][CH2:29][O:28][CH2:27][CH2:26][O:25][CH2:24]1.CC(C)([O-])C.[K+].[OH-].[K+].C(I)C, predict the reaction product. The product is: [CH2:32]([O:31][CH2:30][CH2:29][O:28][CH2:27][CH2:26][O:25][CH2:24][CH2:23][O:40][C:3]1[N:12]=[C:11]([N:13]([C:15]2[CH:20]=[CH:19][C:18]([O:21][CH3:22])=[CH:17][CH:16]=2)[CH3:14])[C:10]2[C:5](=[CH:6][CH:7]=[CH:8][CH:9]=2)[N:4]=1)[CH3:33]. (7) Given the reactants [C:12](NC(N[C:12]([O:14][C:15]([CH3:18])([CH3:17])C)=O)=S)([O:14][C:15](C)([CH3:18])[CH3:17])=O.F[C:20](F)(F)[C:21](O)=O.C(OC1C=CC(CC(NC[CH2:45][CH2:46][CH2:47][C@H:48]([NH:62][C:63]([NH2:65])=[NH:64])[CH2:49][NH:50][C:51]([C:53]2[C:58]([NH2:59])=[N:57][C:56]([NH2:60])=[C:55]([Cl:61])[N:54]=2)=[O:52])=O)=CC=1)C1C=CC=CC=1.C1N=CN(C(N2C=NC=C2)=O)C=1.[CH2:78](O)[C:79](N)([CH2:82]O)[CH2:80]O.Cl, predict the reaction product. The product is: [ClH:61].[CH3:12][O:14][C:15]1[CH:17]=[CH:80][C:79]([CH2:82][CH2:20][CH2:21][N:62]([C@@H:48]([CH2:47][CH2:46][CH3:45])[CH2:49][NH:50][C:51]([C:53]2[C:58]([NH2:59])=[N:57][C:56]([NH2:60])=[C:55]([Cl:61])[N:54]=2)=[O:52])[C:63]([NH2:65])=[NH:64])=[CH:78][CH:18]=1. (8) Given the reactants [CH:1]1([C:5]2[O:9][N:8]=[C:7]([C:10]3[C:15]([Cl:16])=[CH:14][N:13]=[CH:12][C:11]=3[Cl:17])[C:6]=2[CH2:18][O:19][C:20]2[CH:25]=[CH:24][C:23]([C:26]3[CH:27]=[C:28]4[C:33](=[CH:34][CH:35]=3)[N:32]=[C:31]([C:36]([O:38]C)=[O:37])[CH:30]=[CH:29]4)=[CH:22][CH:21]=2)[CH2:4][CH2:3][CH2:2]1.O1CCCC1.[OH-].[Na+].Cl, predict the reaction product. The product is: [CH:1]1([C:5]2[O:9][N:8]=[C:7]([C:10]3[C:11]([Cl:17])=[CH:12][N:13]=[CH:14][C:15]=3[Cl:16])[C:6]=2[CH2:18][O:19][C:20]2[CH:25]=[CH:24][C:23]([C:26]3[CH:27]=[C:28]4[C:33](=[CH:34][CH:35]=3)[N:32]=[C:31]([C:36]([OH:38])=[O:37])[CH:30]=[CH:29]4)=[CH:22][CH:21]=2)[CH2:2][CH2:3][CH2:4]1. (9) Given the reactants FC(F)(F)S(O[C:7]1[C:8]([C:18](=[O:20])[CH3:19])=[CH:9][C:10]([F:17])=[C:11]2[C:16]=1[N:15]=[CH:14][CH:13]=[CH:12]2)(=O)=O.[F:23][C:24]1[CH:25]=[C:26]([Zn]I)[CH:27]=[CH:28][CH:29]=1, predict the reaction product. The product is: [F:17][C:10]1[CH:9]=[C:8]([C:18](=[O:20])[CH3:19])[C:7]([C:28]2[CH:27]=[CH:26][CH:25]=[C:24]([F:23])[CH:29]=2)=[C:16]2[C:11]=1[CH:12]=[CH:13][CH:14]=[N:15]2.